From a dataset of Catalyst prediction with 721,799 reactions and 888 catalyst types from USPTO. Predict which catalyst facilitates the given reaction. (1) Reactant: [OH:1][CH:2]1[CH2:7][CH2:6][N:5]([C:8]([O:10][C:11]([CH3:14])([CH3:13])[CH3:12])=[O:9])[CH2:4][CH2:3]1.[F:15][C:16]([F:26])([F:25])[O:17][C:18]1[CH:23]=[CH:22][C:21](O)=[CH:20][CH:19]=1.C1(P(C2C=CC=CC=2)C2C=CC=CC=2)C=CC=CC=1.N(C(OCC)=O)=NC(OCC)=O. Product: [F:15][C:16]([F:25])([F:26])[O:17][C:18]1[CH:23]=[CH:22][C:21]([O:1][CH:2]2[CH2:3][CH2:4][N:5]([C:8]([O:10][C:11]([CH3:14])([CH3:13])[CH3:12])=[O:9])[CH2:6][CH2:7]2)=[CH:20][CH:19]=1. The catalyst class is: 1. (2) Reactant: [NH2:1][C:2]1[CH:3]=[C:4]([CH:21]=[CH:22][CH:23]=1)[O:5][C:6]1[CH:7]=[CH:8][C:9]2[N:10]([CH:12]=[C:13]([NH:15][C:16]([CH:18]3[CH2:20][CH2:19]3)=[O:17])[N:14]=2)[N:11]=1.[S:24]1[CH:28]=[CH:27][N:26]=[C:25]1[C:29](Cl)=[O:30]. Product: [CH:18]1([C:16]([NH:15][C:13]2[N:14]=[C:9]3[CH:8]=[CH:7][C:6]([O:5][C:4]4[CH:3]=[C:2]([NH:1][C:29]([C:25]5[S:24][CH:28]=[CH:27][N:26]=5)=[O:30])[CH:23]=[CH:22][CH:21]=4)=[N:11][N:10]3[CH:12]=2)=[O:17])[CH2:20][CH2:19]1. The catalyst class is: 60. (3) Reactant: [Cl:1][C:2]1[CH:3]=[C:4]([C:9]([CH3:26])([CH2:13][CH2:14][N:15]2[CH2:20][CH2:19][CH:18]([NH:21][S:22]([CH3:25])(=[O:24])=[O:23])[CH2:17][CH2:16]2)[C:10](O)=[O:11])[CH:5]=[CH:6][C:7]=1[Cl:8].Cl.[F:28][C:29]1[CH:30]=[C:31]([CH:35]=[CH:36][C:37]=1[O:38][CH3:39])[CH2:32][NH:33][CH3:34].CN(C(ON1N=NC2C=CC=CC1=2)=[N+](C)C)C.[B-](F)(F)(F)F.CN(C=O)C.CCN(C(C)C)C(C)C. Product: [Cl:1][C:2]1[CH:3]=[C:4]([C:9]([CH3:26])([CH2:13][CH2:14][N:15]2[CH2:16][CH2:17][CH:18]([NH:21][S:22]([CH3:25])(=[O:23])=[O:24])[CH2:19][CH2:20]2)[C:10]([N:33]([CH2:32][C:31]2[CH:35]=[CH:36][C:37]([O:38][CH3:39])=[C:29]([F:28])[CH:30]=2)[CH3:34])=[O:11])[CH:5]=[CH:6][C:7]=1[Cl:8]. The catalyst class is: 3. (4) Reactant: [CH:1]1([NH:4][C:5](=[O:13])[C:6]2[CH:11]=[CH:10][C:9]([OH:12])=[CH:8][CH:7]=2)[CH2:3][CH2:2]1.[CH2:14](Br)[C:15]1[CH:20]=[CH:19][CH:18]=[CH:17][CH:16]=1.C(=O)([O-])[O-].[K+].[K+]. Product: [CH2:14]([O:12][C:9]1[CH:10]=[CH:11][C:6]([C:5]([NH:4][CH:1]2[CH2:2][CH2:3]2)=[O:13])=[CH:7][CH:8]=1)[C:15]1[CH:20]=[CH:19][CH:18]=[CH:17][CH:16]=1. The catalyst class is: 3. (5) Reactant: [OH:1][C:2]1[C:6]([CH2:7][C:8]([O:10]C)=[O:9])=[CH:5][N:4]([C:12]2[CH:17]=[CH:16][CH:15]=[CH:14][CH:13]=2)[N:3]=1.Cl[CH2:19][C:20]1[CH:38]=[CH:37][C:23]([O:24][CH2:25][C:26]2[N:27]=[C:28]([C:32]3[O:33][CH:34]=[CH:35][CH:36]=3)[O:29][C:30]=2[CH3:31])=[C:22]([O:39][CH3:40])[CH:21]=1.C(=O)([O-])[O-].[K+].[K+].CN(C)C=O. Product: [O:33]1[CH:34]=[CH:35][CH:36]=[C:32]1[C:28]1[O:29][C:30]([CH3:31])=[C:26]([CH2:25][O:24][C:23]2[CH:37]=[CH:38][C:20]([CH2:19][O:1][C:2]3[C:6]([CH2:7][C:8]([OH:10])=[O:9])=[CH:5][N:4]([C:12]4[CH:17]=[CH:16][CH:15]=[CH:14][CH:13]=4)[N:3]=3)=[CH:21][C:22]=2[O:39][CH3:40])[N:27]=1. The catalyst class is: 6.